From a dataset of Peptide-MHC class II binding affinity with 134,281 pairs from IEDB. Regression. Given a peptide amino acid sequence and an MHC pseudo amino acid sequence, predict their binding affinity value. This is MHC class II binding data. The peptide sequence is THSWEYWGAQLNAMK. The MHC is HLA-DQA10301-DQB10301 with pseudo-sequence HLA-DQA10301-DQB10301. The binding affinity (normalized) is 1.00.